Task: Predict which catalyst facilitates the given reaction.. Dataset: Catalyst prediction with 721,799 reactions and 888 catalyst types from USPTO Reactant: CCOCC.C([Mg]Br)C.[N:10]1C=C[CH:13]=[CH:12][C:11]=1C#N.[C:18](O)(=O)[CH2:19][C:20]([CH2:25][C:26](O)=O)(C(O)=O)[OH:21]. Product: [N:10]1[CH:11]=[CH:12][CH:13]=[CH:26][C:25]=1[C:20](=[O:21])[CH2:19][CH3:18]. The catalyst class is: 1.